From a dataset of Peptide-MHC class I binding affinity with 185,985 pairs from IEDB/IMGT. Regression. Given a peptide amino acid sequence and an MHC pseudo amino acid sequence, predict their binding affinity value. This is MHC class I binding data. (1) The peptide sequence is FRKAQIQGL. The MHC is HLA-A30:01 with pseudo-sequence HLA-A30:01. The binding affinity (normalized) is 0.213. (2) The peptide sequence is KGCRCLGEG. The MHC is Mamu-B08 with pseudo-sequence Mamu-B08. The binding affinity (normalized) is 0. (3) The peptide sequence is VLITMLSIIL. The MHC is HLA-A02:01 with pseudo-sequence HLA-A02:01. The binding affinity (normalized) is 0.555. (4) The peptide sequence is ILMIFISSFL. The MHC is HLA-A33:01 with pseudo-sequence HLA-A33:01. The binding affinity (normalized) is 0.365. (5) The peptide sequence is EDQGNPIVL. The MHC is HLA-B44:02 with pseudo-sequence HLA-B44:02. The binding affinity (normalized) is 0.0288. (6) The peptide sequence is RQLESRLGY. The MHC is HLA-B15:01 with pseudo-sequence HLA-B15:01. The binding affinity (normalized) is 0.539. (7) The peptide sequence is LIDLAFLIK. The MHC is HLA-A68:01 with pseudo-sequence HLA-A68:01. The binding affinity (normalized) is 0. (8) The peptide sequence is VHPVHAGPIA. The MHC is HLA-B35:03 with pseudo-sequence HLA-B35:03. The binding affinity (normalized) is 0.0209. (9) The peptide sequence is ETLRRGGRW. The MHC is Mamu-B52 with pseudo-sequence Mamu-B52. The binding affinity (normalized) is 0.358. (10) The peptide sequence is TSEKYSKGY. The MHC is HLA-A68:01 with pseudo-sequence HLA-A68:01. The binding affinity (normalized) is 0.